From a dataset of Full USPTO retrosynthesis dataset with 1.9M reactions from patents (1976-2016). Predict the reactants needed to synthesize the given product. (1) The reactants are: [C:1]([C:3]1[CH:25]=[CH:24][C:6]([CH2:7][NH:8][C:9](=[O:23])[CH:10]([O:20][CH2:21][CH3:22])[C:11]2[CH:16]=[CH:15][C:14]([O:17][CH3:18])=[CH:13][C:12]=2[F:19])=[C:5]([OH:26])[CH:4]=1)#[N:2].Cl[C:28]1[CH:33]=[CH:32][C:31]([N+:34]([O-:36])=[O:35])=[CH:30][N:29]=1.C(=O)([O-])[O-].[Cs+].[Cs+]. Given the product [C:1]([C:3]1[CH:25]=[CH:24][C:6]([CH2:7][NH:8][C:9](=[O:23])[CH:10]([O:20][CH2:21][CH3:22])[C:11]2[CH:16]=[CH:15][C:14]([O:17][CH3:18])=[CH:13][C:12]=2[F:19])=[C:5]([O:26][C:28]2[CH:33]=[CH:32][C:31]([N+:34]([O-:36])=[O:35])=[CH:30][N:29]=2)[CH:4]=1)#[N:2], predict the reactants needed to synthesize it. (2) Given the product [CH:9]([O:10][C:11](=[O:24])[C@H:12]([CH2:17][C:18]1[CH:23]=[CH:22][CH:21]=[CH:20][CH:19]=1)[NH:13][C:14](=[O:16])[CH3:15])=[CH2:8], predict the reactants needed to synthesize it. The reactants are: C1([Se][CH2:8][CH2:9][O:10][C:11](=[O:24])[C@H:12]([CH2:17][C:18]2[CH:23]=[CH:22][CH:21]=[CH:20][CH:19]=2)[NH:13][C:14](=[O:16])[CH3:15])C=CC=CC=1.OO. (3) Given the product [CH2:14]([O:13][C:11]1[CH:12]=[C:7]([N:26]2[CH2:27][CH2:28][CH:23]([CH3:22])[CH2:24][CH2:25]2)[N:8]=[CH:9][N:10]=1)[C:15]#[C:16][CH3:17], predict the reactants needed to synthesize it. The reactants are: CN(C)C=O.Cl[C:7]1[CH:12]=[C:11]([O:13][CH2:14][C:15]#[C:16][CH3:17])[N:10]=[CH:9][N:8]=1.C(=O)([O-])[O-].[CH3:22][CH:23]1[CH2:28][CH2:27][NH:26][CH2:25][CH2:24]1.